From a dataset of Full USPTO retrosynthesis dataset with 1.9M reactions from patents (1976-2016). Predict the reactants needed to synthesize the given product. (1) Given the product [CH3:14][C:9]([CH2:10][C:11]([CH2:21][C:20]([OH:19])=[O:22])=[O:12])=[O:8], predict the reactants needed to synthesize it. The reactants are: N([C@@H]1[C@@H:11]([OH:12])[C@H:10](O)[C@@H:9]([CH2:14]O)[O:8][C@H]1SC)=[N+]=[N-].C([O:19][C:20](=[O:22])[CH3:21])(=O)C. (2) Given the product [F:1][C:2]([F:10])([F:11])[C:3]1[CH:9]=[CH:8][C:6]([NH:7][C:13]([CH2:19][CH3:20])=[CH:14][C:15]([O:17][CH3:18])=[O:16])=[CH:5][CH:4]=1, predict the reactants needed to synthesize it. The reactants are: [F:1][C:2]([F:11])([F:10])[C:3]1[CH:9]=[CH:8][C:6]([NH2:7])=[CH:5][CH:4]=1.O=[C:13]([CH2:19][CH3:20])[CH2:14][C:15]([O:17][CH3:18])=[O:16].C1(C)C=CC=CC=1.C(O)(=O)C.